This data is from Catalyst prediction with 721,799 reactions and 888 catalyst types from USPTO. The task is: Predict which catalyst facilitates the given reaction. (1) Reactant: [Br:1][C:2]1[CH:7]=[CH:6][CH:5]=[CH:4][C:3]=1[CH2:8][CH2:9][NH2:10].C(=O)([O-])[O-].[K+].[K+].[C:17](Cl)(=[O:20])[O:18][CH3:19]. Product: [CH3:19][O:18][C:17](=[O:20])[NH:10][CH2:9][CH2:8][C:3]1[CH:4]=[CH:5][CH:6]=[CH:7][C:2]=1[Br:1]. The catalyst class is: 7. (2) Reactant: [CH3:1][O:2][C:3]1[CH:4]=[C:5]([NH:11][C:12]2[N:17]=[C:16](SC)[N:15]3[CH:20]=[CH:21][N:22]=[C:14]3[C:13]=2[C:23]([NH2:25])=[O:24])[CH:6]=[C:7]([O:9][CH3:10])[CH:8]=1.[NH2:26][CH2:27][CH:28]1[CH2:33][CH2:32][CH2:31][N:30]([C:34]([O:36][C:37]([CH3:40])([CH3:39])[CH3:38])=[O:35])[CH2:29]1. Product: [C:23]([C:13]1[C:14]2[N:15]([CH:20]=[CH:21][N:22]=2)[C:16]([NH:26][CH2:27][CH:28]2[CH2:33][CH2:32][CH2:31][N:30]([C:34]([O:36][C:37]([CH3:40])([CH3:39])[CH3:38])=[O:35])[CH2:29]2)=[N:17][C:12]=1[NH:11][C:5]1[CH:4]=[C:3]([O:2][CH3:1])[CH:8]=[C:7]([O:9][CH3:10])[CH:6]=1)(=[O:24])[NH2:25]. The catalyst class is: 37. (3) Reactant: [C:1]([O:4][CH2:5][C@@H:6]([CH2:8][C:9]1[CH:14]=[CH:13][CH:12]=[CH:11][CH:10]=1)[NH2:7])(=[O:3])[NH2:2].CC(C)=O.[ClH:19]. Product: [ClH:19].[C:1]([O:4][CH2:5][C@@H:6]([CH2:8][C:9]1[CH:14]=[CH:13][CH:12]=[CH:11][CH:10]=1)[NH2:7])(=[O:3])[NH2:2].[C:1]([O:4][CH2:5][C@@H:6]([CH2:8][C:9]1[CH:14]=[CH:13][CH:12]=[CH:11][CH:10]=1)[NH2:7])(=[O:3])[NH2:2]. The catalyst class is: 32. (4) Reactant: [CH3:1][O:2][C:3](=[O:42])[C@@H:4]([NH:18][CH2:19][CH2:20][N:21]([CH2:33][CH2:34][C:35]([O:37]C(C)(C)C)=[O:36])[C:22]1[CH:27]=[CH:26][C:25]([C:28]([F:31])([F:30])[F:29])=[C:24]([Cl:32])[CH:23]=1)[CH2:5][CH2:6][C:7]([N:9]1[CH2:16][CH2:15][C:12]2([CH2:14][CH2:13]2)[C@H:11]([OH:17])[CH2:10]1)=[O:8].[ClH:43]. Product: [ClH:32].[ClH:43].[CH3:1][O:2][C:3](=[O:42])[C@@H:4]([NH:18][CH2:19][CH2:20][N:21]([CH2:33][CH2:34][C:35]([OH:37])=[O:36])[C:22]1[CH:27]=[CH:26][C:25]([C:28]([F:29])([F:30])[F:31])=[C:24]([Cl:32])[CH:23]=1)[CH2:5][CH2:6][C:7]([N:9]1[CH2:16][CH2:15][C:12]2([CH2:13][CH2:14]2)[C@H:11]([OH:17])[CH2:10]1)=[O:8]. The catalyst class is: 38. (5) Reactant: Br[C:2]1[N:7]=[C:6]([CH:8]=[O:9])[CH:5]=[CH:4][CH:3]=1.[NH:10]1[CH2:15][CH2:14][O:13][CH2:12][CH2:11]1.C(=O)([O-])[O-].[K+].[K+].Cl. Product: [N:10]1([C:2]2[N:7]=[C:6]([CH:8]=[O:9])[CH:5]=[CH:4][CH:3]=2)[CH2:15][CH2:14][O:13][CH2:12][CH2:11]1. The catalyst class is: 47.